This data is from Reaction yield outcomes from USPTO patents with 853,638 reactions. The task is: Predict the reaction yield, written as a fraction of the theoretical maximum amount of product (1.0 means a 100% yield; for example, 0.34 means a 34% yield). (1) The reactants are Br[C:2]1[N:6]2[CH:7]=[C:8]([C:18]3[CH:23]=[CH:22][C:21]([Cl:24])=[CH:20][C:19]=3[Cl:25])[C:9]([C:16]#[N:17])=[C:10]([O:11][CH2:12][CH:13]([CH3:15])[CH3:14])[C:5]2=[N:4][CH:3]=1.[F:26][C:27]1[CH:32]=[C:31](B(O)O)[CH:30]=[CH:29][N:28]=1.C([O-])([O-])=O.[Na+].[Na+]. The catalyst is COCCOC.CCOC(C)=O.Cl[Pd](Cl)([P](C1C=CC=CC=1)(C1C=CC=CC=1)C1C=CC=CC=1)[P](C1C=CC=CC=1)(C1C=CC=CC=1)C1C=CC=CC=1. The product is [Cl:25][C:19]1[CH:20]=[C:21]([Cl:24])[CH:22]=[CH:23][C:18]=1[C:8]1[C:9]([C:16]#[N:17])=[C:10]([O:11][CH2:12][CH:13]([CH3:15])[CH3:14])[C:5]2[N:6]([C:2]([C:31]3[CH:30]=[CH:29][N:28]=[C:27]([F:26])[CH:32]=3)=[CH:3][N:4]=2)[CH:7]=1. The yield is 0.410. (2) The reactants are [N:1]([C:4]([O:6][CH2:7][CH3:8])=[O:5])=[C:2]=S.[F:9][C:10]1[CH:11]=[C:12]([CH:14]=[C:15]([F:17])[CH:16]=1)[NH2:13].C(N(CC)CC)C.[NH:25]1[CH:29]=[C:28]([C:30]([O:32][CH2:33][CH3:34])=[O:31])[CH:27]=[N:26]1.CCN=C=NCCCN(C)C.Cl. The catalyst is C(Cl)Cl. The product is [CH2:33]([O:32][C:30]([C:28]1[CH:29]=[N:25][N:26]([C:2](=[N:13][C:12]2[CH:11]=[C:10]([F:9])[CH:16]=[C:15]([F:17])[CH:14]=2)[NH:1][C:4]([O:6][CH2:7][CH3:8])=[O:5])[CH:27]=1)=[O:31])[CH3:34]. The yield is 0.170. (3) The reactants are Br[C:2]([CH3:13])([C:8]([O:10][CH2:11][CH3:12])=[O:9])[C:3]([O:5][CH2:6][CH3:7])=[O:4].[C:14](#[N:18])[CH2:15][C:16]#[N:17].CC(C)([O-])C.[K+]. The catalyst is C1COCC1.C(OCC)(=O)C.[Cl-].[NH4+]. The product is [C:16]([CH:15]([C:14]#[N:18])[C:2]([CH3:13])([C:8]([O:10][CH2:11][CH3:12])=[O:9])[C:3]([O:5][CH2:6][CH3:7])=[O:4])#[N:17]. The yield is 0.320. (4) The reactants are CN(C)[CH:3]=[O:4].P(Cl)(Cl)([Cl:8])=O.[N:11]1[CH:16]=[CH:15][CH:14]=[CH:13][C:12]=1[N:17]1[C:25]2[C:20](=[CH:21][CH:22]=[CH:23][CH:24]=2)[CH2:19][C:18]1=O. The catalyst is ClCCl.N1C=CC=CC=1. The product is [Cl:8][C:18]1[N:17]([C:12]2[CH:13]=[CH:14][CH:15]=[CH:16][N:11]=2)[C:25]2[C:20]([C:19]=1[CH:3]=[O:4])=[CH:21][CH:22]=[CH:23][CH:24]=2. The yield is 0.230. (5) The reactants are C(Br)C.[Mg].[NH:5]1[CH:9]=[CH:8][CH:7]=[CH:6]1.[C:10]1([CH3:19])[CH:15]=[CH:14][C:13]([C:16](Cl)=[O:17])=[CH:12][CH:11]=1.Cl. The catalyst is C1COCC1.C1(C)C=CC=CC=1. The product is [CH3:19][C:10]1[CH:15]=[CH:14][C:13]([C:16]([C:6]2[NH:5][CH:9]=[CH:8][CH:7]=2)=[O:17])=[CH:12][CH:11]=1. The yield is 0.830.